This data is from Catalyst prediction with 721,799 reactions and 888 catalyst types from USPTO. The task is: Predict which catalyst facilitates the given reaction. (1) Reactant: [CH2:1]([O:8][C:9]1[CH:10]=[C:11]([C:15]([CH3:20])([CH3:19])[C:16]([OH:18])=[O:17])[CH:12]=[CH:13][CH:14]=1)[C:2]1[CH:7]=[CH:6][CH:5]=[CH:4][CH:3]=1.[C:21](=O)([O-])[O-].[K+].[K+].CI.CN(C)C=O. Product: [CH2:1]([O:8][C:9]1[CH:10]=[C:11]([C:15]([CH3:20])([CH3:19])[C:16]([O:18][CH3:21])=[O:17])[CH:12]=[CH:13][CH:14]=1)[C:2]1[CH:3]=[CH:4][CH:5]=[CH:6][CH:7]=1. The catalyst class is: 6. (2) Reactant: [OH:1][CH2:2][CH2:3][CH2:4][CH2:5][C:6]1[O:10][N:9]=[C:8]([C:11]([O:13][CH2:14][CH3:15])=[O:12])[CH:7]=1.[C:16]1(P([C:16]2[CH:21]=[CH:20][CH:19]=[CH:18][CH:17]=2)[C:16]2[CH:21]=[CH:20][CH:19]=[CH:18][CH:17]=2)[CH:21]=[CH:20][CH:19]=[CH:18][CH:17]=1.C1(O)C=CC=CC=1.N(C(OCC)=O)=NC(OCC)=O.Cl. Product: [O:1]([CH2:2][CH2:3][CH2:4][CH2:5][C:6]1[O:10][N:9]=[C:8]([C:11]([O:13][CH2:14][CH3:15])=[O:12])[CH:7]=1)[C:16]1[CH:21]=[CH:20][CH:19]=[CH:18][CH:17]=1. The catalyst class is: 7.